Task: Predict the reactants needed to synthesize the given product.. Dataset: Retrosynthesis with 50K atom-mapped reactions and 10 reaction types from USPTO (1) The reactants are: C#CCBr.C=Cc1ccccc1-c1[nH]c2cc(C(=O)OC)ccc2c1C1CCCCC1. Given the product C#CCn1c(-c2ccccc2C=C)c(C2CCCCC2)c2ccc(C(=O)OC)cc21, predict the reactants needed to synthesize it. (2) Given the product Cn1c(=O)c2c(nc(N3CCN(C(=O)OC(C)(C)C)CC3)n2-c2ccccc2Cl)n(CC(=O)O)c1=O, predict the reactants needed to synthesize it. The reactants are: COC(=O)Cn1c(=O)n(C)c(=O)c2c1nc(N1CCN(C(=O)OC(C)(C)C)CC1)n2-c1ccccc1Cl. (3) Given the product Nc1cc2c(cc1[N+](=O)[O-])OC(F)(F)O2, predict the reactants needed to synthesize it. The reactants are: CC(=O)Nc1cc2c(cc1[N+](=O)[O-])OC(F)(F)O2. (4) Given the product COC(=O)CCc1cccc(Oc2ccnc(C(=O)O)c2)c1, predict the reactants needed to synthesize it. The reactants are: COC(=O)CCc1cccc(Oc2ccnc(C(=O)OC(C)(C)C)c2)c1. (5) Given the product COc1c(OCC(F)(F)C(F)(F)F)ccnc1C, predict the reactants needed to synthesize it. The reactants are: COc1c(Cl)ccnc1C.OCC(F)(F)C(F)(F)F. (6) Given the product NC(=O)[C@H](CO)NC(=O)[C@@H]1CCCN1C(=O)[C@@H]1CCCN1C(=O)[C@@H](N)CO, predict the reactants needed to synthesize it. The reactants are: NC(=O)[C@H](CO)NC(=O)[C@@H]1CCCN1C(=O)[C@@H]1CCCN1C(=O)[C@H](CO)NC(=O)OCc1ccccc1.